Predict the reactants needed to synthesize the given product. From a dataset of Full USPTO retrosynthesis dataset with 1.9M reactions from patents (1976-2016). (1) Given the product [C:15]([NH:1][C:2]1[CH:14]=[CH:13][C:5]2[S:6][C:7]3[CH:12]=[CH:11][CH:10]=[CH:9][C:8]=3[C:4]=2[CH:3]=1)(=[O:17])[CH3:16], predict the reactants needed to synthesize it. The reactants are: [NH2:1][C:2]1[CH:14]=[CH:13][C:5]2[S:6][C:7]3[CH:12]=[CH:11][CH:10]=[CH:9][C:8]=3[C:4]=2[CH:3]=1.[C:15](Cl)(=[O:17])[CH3:16]. (2) The reactants are: [F:1][C:2]1[CH:26]=[CH:25][C:5]([O:6][C:7]2[CH:8]=[CH:9][C:10]([N+:22]([O-])=O)=[C:11]([CH2:13][NH:14][C:15](=[O:21])[O:16][C:17]([CH3:20])([CH3:19])[CH3:18])[CH:12]=2)=[CH:4][CH:3]=1.[Cl-].[NH4+].C(O)C. Given the product [NH2:22][C:10]1[CH:9]=[CH:8][C:7]([O:6][C:5]2[CH:4]=[CH:3][C:2]([F:1])=[CH:26][CH:25]=2)=[CH:12][C:11]=1[CH2:13][NH:14][C:15](=[O:21])[O:16][C:17]([CH3:19])([CH3:18])[CH3:20], predict the reactants needed to synthesize it. (3) Given the product [CH3:1][O:2][C@@H:3]([CH2:8][C:9]1[CH:10]=[CH:11][C:12]([OH:15])=[CH:13][CH:14]=1)[C:4]([OH:6])=[O:5], predict the reactants needed to synthesize it. The reactants are: [CH3:1][O:2][C@@H:3]([CH2:8][C:9]1[CH:14]=[CH:13][C:12]([O:15]C(C)(C)C)=[CH:11][CH:10]=1)[C:4]([O:6]C)=[O:5].Cl. (4) Given the product [OH:25][C:19]1([CH:15]([C:9]2[CH:14]=[CH:13][CH:12]=[CH:11][CH:10]=2)[C:16]([OH:18])=[O:17])[CH2:24][CH2:23][CH2:22][CH2:21][CH2:20]1, predict the reactants needed to synthesize it. The reactants are: C([N-]C(C)C)(C)C.[Li+].[C:9]1([CH2:15][C:16]([OH:18])=[O:17])[CH:14]=[CH:13][CH:12]=[CH:11][CH:10]=1.[C:19]1(=[O:25])[CH2:24][CH2:23][CH2:22][CH2:21][CH2:20]1.CCOC(C)=O. (5) Given the product [F:15][C:16]1[CH:17]=[CH:18][C:19]([C:22]2[C:25]([CH3:26])=[N:14][C:10]3[N:11]([N:12]=[CH:13][C:9]=3[C:6]3[CH:5]=[CH:4][C:3]([O:2][CH3:1])=[CH:8][CH:7]=3)[C:23]=2[NH2:24])=[CH:20][CH:21]=1, predict the reactants needed to synthesize it. The reactants are: [CH3:1][O:2][C:3]1[CH:8]=[CH:7][C:6]([C:9]2[CH:13]=[N:12][NH:11][C:10]=2[NH2:14])=[CH:5][CH:4]=1.[F:15][C:16]1[CH:21]=[CH:20][C:19]([CH:22]([C:25](=O)[CH3:26])[C:23]#[N:24])=[CH:18][CH:17]=1. (6) Given the product [CH3:35][C:31]1[CH:32]=[CH:33][N:34]=[C:27]([O:5][C@@H:6]2[CH2:11][CH2:10][C@@H:9]([CH3:12])[N:8]([C:13]([C:14]3[CH:19]=[CH:18][CH:17]=[CH:16][C:15]=3[N:20]3[N:24]=[CH:23][CH:22]=[N:21]3)=[O:25])[CH2:7]2)[C:28]=1[C:29]#[N:30], predict the reactants needed to synthesize it. The reactants are: CS([O:5][C@H:6]1[CH2:11][CH2:10][C@@H:9]([CH3:12])[N:8]([C:13](=[O:25])[C:14]2[CH:19]=[CH:18][CH:17]=[CH:16][C:15]=2[N:20]2[N:24]=[CH:23][CH:22]=[N:21]2)[CH2:7]1)(=O)=O.O[C:27]1[N:34]=[CH:33][CH:32]=[C:31]([CH3:35])[C:28]=1[C:29]#[N:30].C(=O)([O-])[O-].[Cs+].[Cs+].